From a dataset of Retrosynthesis with 50K atom-mapped reactions and 10 reaction types from USPTO. Predict the reactants needed to synthesize the given product. (1) Given the product OCc1cnc(N2CCC(c3cc(Cl)c(Cl)c(Cl)c3)(C(F)(F)F)C2)nc1C(F)(F)F, predict the reactants needed to synthesize it. The reactants are: O=C(O)c1cnc(N2CCC(c3cc(Cl)c(Cl)c(Cl)c3)(C(F)(F)F)C2)nc1C(F)(F)F. (2) Given the product N#Cc1cc(C#CCO)cc(-c2nc(-c3ccccn3)no2)c1, predict the reactants needed to synthesize it. The reactants are: C#CCO.N#Cc1cc(I)cc(-c2nc(-c3ccccn3)no2)c1. (3) Given the product CN(C(=O)OCc1ccccc1)[C@H](CN1CC[C@H](O[Si](C)(C)C(C)(C)C)C1)c1cccc(C(=O)NN)c1, predict the reactants needed to synthesize it. The reactants are: CCOC(=O)c1cccc([C@@H](CN2CC[C@H](O[Si](C)(C)C(C)(C)C)C2)N(C)C(=O)OCc2ccccc2)c1.NN. (4) The reactants are: C1CNC1.Cc1ccc(C(O)(c2ccc3nc(Cl)c(Cc4ccc(-n5cccn5)cc4)c(Cl)c3c2)c2cnnn2C)c(C)n1. Given the product Cc1ccc(C(O)(c2ccc3nc(N4CCC4)c(Cc4ccc(-n5cccn5)cc4)c(Cl)c3c2)c2cnnn2C)c(C)n1, predict the reactants needed to synthesize it.